Dataset: hERG Central: cardiac toxicity at 1µM, 10µM, and general inhibition. Task: Predict hERG channel inhibition at various concentrations. (1) The drug is CCN(CCCNC(=O)c1c(C)cc(=O)oc1C)c1ccccc1. Results: hERG_inhib (hERG inhibition (general)): blocker. (2) Results: hERG_inhib (hERG inhibition (general)): blocker. The molecule is Cc1ccccc1-c1cnn(-c2cccc([N+](=O)[O-])c2)c1N. (3) The molecule is COc1cc(C)c(CN2CCC(n3nccc3NC(=O)C3CC3)CC2)cc1C. Results: hERG_inhib (hERG inhibition (general)): blocker. (4) The compound is Br.O=C(CN1C2=NCCCN2c2ccccc21)c1ccc(Br)s1. Results: hERG_inhib (hERG inhibition (general)): blocker. (5) The drug is O=C(NCC1CC1)c1onc(CSc2nc3ccccc3[nH]2)c1C(=O)NCC1CC1. Results: hERG_inhib (hERG inhibition (general)): blocker.